From a dataset of Forward reaction prediction with 1.9M reactions from USPTO patents (1976-2016). Predict the product of the given reaction. Given the reactants C(O[C:6]([N:8]1[CH2:12][C:11](=[N:13][O:14][CH3:15])[CH2:10][C@H:9]1[C:16]([OH:18])=O)=[O:7])(C)(C)C.C[C:20]1[CH:25]=[CH:24][CH:23]=[CH:22][C:21]=1[C:26]1[C:27]([C:32](O)=O)=[CH:28][CH:29]=[CH:30][CH:31]=1.[NH2:35][CH2:36][C@@H:37]([C:39]1[CH:44]=[CH:43][CH:42]=[CH:41][CH:40]=1)[OH:38], predict the reaction product. The product is: [OH:38][C@H:37]([C:39]1[CH:44]=[CH:43][CH:42]=[CH:41][CH:40]=1)[CH2:36][NH:35][C:16]([C@@H:9]1[CH2:10][C:11](=[N:13][O:14][CH3:15])[CH2:12][N:8]1[C:6]([C:24]1[CH:25]=[CH:20][C:21]([C:26]2[CH:31]=[CH:30][CH:29]=[CH:28][C:27]=2[CH3:32])=[CH:22][CH:23]=1)=[O:7])=[O:18].